From a dataset of Forward reaction prediction with 1.9M reactions from USPTO patents (1976-2016). Predict the product of the given reaction. (1) Given the reactants [CH:1]([O:4][C:5]1[C:10]([CH3:11])=[CH:9][C:8]([C:12]2[CH:13]=[C:14]([OH:18])[N:15]([CH3:17])[N:16]=2)=[C:7]([CH3:19])[CH:6]=1)([CH3:3])[CH3:2].O[C:21]1N(C)N=C(C2C=CC(OC(C)C)=C(C)C=2)C=1, predict the reaction product. The product is: [CH:1]([O:4][C:5]1[C:10]([CH3:11])=[CH:9][C:8]([C:12]2[CH:13]=[C:14]([O:18][CH3:21])[N:15]([CH3:17])[N:16]=2)=[C:7]([CH3:19])[CH:6]=1)([CH3:3])[CH3:2]. (2) Given the reactants [F:1][C:2]1[CH:7]=[CH:6][C:5]([C:8]2[N:12]([CH2:13][C:14]([F:17])([F:16])[F:15])[N:11]=[C:10]([C:18]([O:20]CC)=[O:19])[CH:9]=2)=[CH:4][CH:3]=1.O.[OH-].[Li+].O.Cl, predict the reaction product. The product is: [F:1][C:2]1[CH:7]=[CH:6][C:5]([C:8]2[N:12]([CH2:13][C:14]([F:17])([F:15])[F:16])[N:11]=[C:10]([C:18]([OH:20])=[O:19])[CH:9]=2)=[CH:4][CH:3]=1. (3) Given the reactants [CH:1]1(B(O)O)[CH2:3][CH2:2]1.FC(F)(F)S(O[C:13]1[CH:18]=[CH:17][N:16]([C:19]2[S:20][C:21]([C:25](=[O:34])[NH:26][CH2:27][C:28]3[CH:33]=[CH:32][CH:31]=[CH:30][CH:29]=3)=[C:22]([CH3:24])[N:23]=2)[C:15](=[O:35])[CH:14]=1)(=O)=O, predict the reaction product. The product is: [CH2:27]([NH:26][C:25]([C:21]1[S:20][C:19]([N:16]2[CH:17]=[CH:18][C:13]([CH:1]3[CH2:3][CH2:2]3)=[CH:14][C:15]2=[O:35])=[N:23][C:22]=1[CH3:24])=[O:34])[C:28]1[CH:33]=[CH:32][CH:31]=[CH:30][CH:29]=1. (4) Given the reactants [C:1]([C:4]1[CH:8]=[C:7]([CH2:9][CH3:10])[N:6]([CH2:11][CH3:12])[N:5]=1)(=[O:3])[CH3:2].C[Si]([N-][Si](C)(C)C)(C)C.[Li+].C(O[C@H:27]1[NH:30][C:29](=[O:31])[C@@H:28]1[C@H:32]([O:34][Si:35]([C:38]([CH3:41])([CH3:40])[CH3:39])([CH3:37])[CH3:36])[CH3:33])(=O)C.[Cl-].[NH4+], predict the reaction product. The product is: [CH2:11]([N:6]1[C:7]([CH2:9][CH3:10])=[CH:8][C:4]([C:1]([CH2:2][C@H:27]2[NH:30][C:29](=[O:31])[C@@H:28]2[C@H:32]([O:34][Si:35]([C:38]([CH3:39])([CH3:41])[CH3:40])([CH3:37])[CH3:36])[CH3:33])=[O:3])=[N:5]1)[CH3:12]. (5) Given the reactants [Cl:1][C:2]1[CH:3]=[C:4](B2OC(C)(C)C(C)(C)O2)[CH:5]=[CH:6][C:7]=1[O:8][CH:9]([CH3:11])[CH3:10].Br[C:22]1[S:23][CH:24]=[CH:25][N:26]=1.C([O-])([O-])=O.[Cs+].[Cs+].O, predict the reaction product. The product is: [Cl:1][C:2]1[CH:3]=[C:4]([C:22]2[S:23][CH:24]=[CH:25][N:26]=2)[CH:5]=[CH:6][C:7]=1[O:8][CH:9]([CH3:10])[CH3:11]. (6) Given the reactants [F:1][C:2]1[CH:7]=[CH:6][C:5]([OH:8])=[CH:4][C:3]=1[C:9]([F:12])([F:11])[F:10].C(N(CC)CC)C.[C:20](Cl)(=[O:22])[CH3:21], predict the reaction product. The product is: [C:20]([O:8][C:5]1[CH:6]=[CH:7][C:2]([F:1])=[C:3]([C:9]([F:10])([F:11])[F:12])[CH:4]=1)(=[O:22])[CH3:21].